Dataset: Forward reaction prediction with 1.9M reactions from USPTO patents (1976-2016). Task: Predict the product of the given reaction. (1) Given the reactants [C:1]([O:5][C:6](=[O:21])[NH:7][C:8]1[CH:13]=[C:12]([N:14]([CH3:16])[CH3:15])[C:11]([F:17])=[CH:10][C:9]=1[N+:18]([O-])=O)([CH3:4])([CH3:3])[CH3:2], predict the reaction product. The product is: [C:1]([O:5][C:6](=[O:21])[NH:7][C:8]1[CH:13]=[C:12]([N:14]([CH3:16])[CH3:15])[C:11]([F:17])=[CH:10][C:9]=1[NH2:18])([CH3:4])([CH3:2])[CH3:3]. (2) Given the reactants [CH2:1]([O:3][C:4]([C:6]1[CH:7]=[C:8]2[N:13]([C:14]=1[C:15]1[CH:16]=[N:17][CH:18]=[CH:19][CH:20]=1)[CH:12]=[CH:11][C:10]([CH2:21][N:22]=[N+:23]=[N-:24])=[CH:9]2)=[O:5])[CH3:2].[F:25][C:26]([F:34])([F:33])[C:27]([OH:32])([CH2:30][CH3:31])[C:28]#[CH:29], predict the reaction product. The product is: [CH2:1]([O:3][C:4]([C:6]1[CH:7]=[C:8]2[N:13]([C:14]=1[C:15]1[CH:16]=[N:17][CH:18]=[CH:19][CH:20]=1)[CH:12]=[CH:11][C:10]([CH2:21][N:22]1[CH:29]=[C:28]([C:27]([OH:32])([C:26]([F:34])([F:33])[F:25])[CH2:30][CH3:31])[N:24]=[N:23]1)=[CH:9]2)=[O:5])[CH3:2]. (3) Given the reactants C([N:8]1[CH2:12][CH2:11][C@@:10]([C:23]2[CH:28]=[CH:27][C:26]([C:29]([O:38]CC3C=CC=CC=3)([C:34]([F:37])([F:36])[F:35])[C:30]([F:33])([F:32])[F:31])=[CH:25][CH:24]=2)([S:13]([C:16]2[CH:21]=[CH:20][C:19]([F:22])=[CH:18][CH:17]=2)(=[O:15])=[O:14])[CH2:9]1)C1C=CC=CC=1.Cl.FC(F)(F)C(C1C=CC([C@@]2(S(C3C=CC(F)=CC=3)(=O)=O)CCNC2)=CC=1)(O)C(F)(F)F, predict the reaction product. The product is: [F:33][C:30]([F:31])([F:32])[C:29]([C:26]1[CH:25]=[CH:24][C:23]([C@@:10]2([S:13]([C:16]3[CH:17]=[CH:18][C:19]([F:22])=[CH:20][CH:21]=3)(=[O:15])=[O:14])[CH2:11][CH2:12][NH:8][CH2:9]2)=[CH:28][CH:27]=1)([OH:38])[C:34]([F:37])([F:36])[F:35].